From a dataset of Catalyst prediction with 721,799 reactions and 888 catalyst types from USPTO. Predict which catalyst facilitates the given reaction. (1) Reactant: [C:1]([O:5][C:6]([N:8]1[CH2:16][C:15]2[C:10](=[N:11][CH:12]=[C:13]([C:17]([OH:19])=O)[CH:14]=2)[C@@H:9]1[CH2:20][CH3:21])=[O:7])([CH3:4])([CH3:3])[CH3:2].CN(C(ON1N=NC2C=CC=NC1=2)=[N+](C)C)C.F[P-](F)(F)(F)(F)F.C(N(CC)CC)C.[CH2:53]([S:55]([C:58]1[CH:63]=[CH:62][C:61]([C@@H:64]([NH2:68])[CH2:65][O:66][CH3:67])=[CH:60][CH:59]=1)(=[O:57])=[O:56])[CH3:54]. Product: [CH2:20]([C@H:9]1[C:10]2=[N:11][CH:12]=[C:13]([C:17](=[O:19])[NH:68][C@H:64]([C:61]3[CH:62]=[CH:63][C:58]([S:55]([CH2:53][CH3:54])(=[O:57])=[O:56])=[CH:59][CH:60]=3)[CH2:65][O:66][CH3:67])[CH:14]=[C:15]2[CH2:16][N:8]1[C:6]([O:5][C:1]([CH3:3])([CH3:2])[CH3:4])=[O:7])[CH3:21]. The catalyst class is: 18. (2) Reactant: Cl[C:2]1[N:7]=[C:6]([O:8][CH:9]2[CH2:14][CH2:13][CH2:12][CH2:11][CH2:10]2)[C:5]2[C:15]([CH3:18])=[N:16][NH:17][C:4]=2[CH:3]=1.[CH:19]1(B(O)O)[CH2:21][CH2:20]1. Product: [CH:9]1([O:8][C:6]2[C:5]3[C:15]([CH3:18])=[N:16][NH:17][C:4]=3[CH:3]=[C:2]([CH:19]3[CH2:21][CH2:20]3)[N:7]=2)[CH2:14][CH2:13][CH2:12][CH2:11][CH2:10]1. The catalyst class is: 140. (3) Reactant: O.O.O.[N+]([O-])([O-])=O.[Cu+2:8].[N+]([O-])([O-])=O.[C:13]([OH:27])(=[O:26])[C:14]1[CH:25]=[C:21]([C:22]([OH:24])=[O:23])[CH:20]=[C:16]([C:17]([OH:19])=[O:18])[CH:15]=1.CN(C=O)C.C(O)C. Product: [C:13]([OH:27])(=[O:26])[C:14]1[CH:15]=[C:16]([C:17]([OH:19])=[O:18])[CH:20]=[C:21]([C:22]([OH:24])=[O:23])[CH:25]=1.[Cu:8]. The catalyst class is: 6. (4) Reactant: [Cl:1][C:2]1[C:11]2[C:6](=[CH:7][CH:8]=[C:9]([C:12]([C:14]3[N:18]([CH3:19])N=[N:16][CH:15]=3)=[O:13])[CH:10]=2)N=C(OC)[C:3]=1[CH2:22]N1CCN(CC(F)(F)F)CC1.CN1[C:39]([CH:40]=[O:41])=CN=C1C.[Li][CH2:44][CH2:45]CC.[NH4+:48].[Cl-:49].[CH2:50]1COCC1. Product: [Cl:49][C:22]1[C:3]([O:41][CH:40]([CH3:39])[CH3:50])=[C:2]([Cl:1])[C:11]2[C:6](=[CH:7][CH:8]=[C:9]([CH:12]([C:14]3[N:18]([CH3:19])[C:44]([CH3:45])=[N:16][CH:15]=3)[OH:13])[CH:10]=2)[N:48]=1. The catalyst class is: 161. (5) Reactant: [NH2:1][CH2:2][CH2:3]O.C(N(CC)CC)C.[F:12][C:13]([F:26])([F:25])[S:14](O[S:14]([C:13]([F:26])([F:25])[F:12])(=[O:16])=[O:15])(=[O:16])=[O:15].[NH:27]1[CH2:32][CH2:31][CH:30]([CH2:33][NH:34][C:35](=[O:41])[O:36][C:37]([CH3:40])([CH3:39])[CH3:38])[CH2:29][CH2:28]1. Product: [C:37]([O:36][C:35](=[O:41])[NH:34][CH2:33][CH:30]1[CH2:31][CH2:32][N:27]([CH2:3][CH2:2][NH:1][S:14]([C:13]([F:26])([F:25])[F:12])(=[O:16])=[O:15])[CH2:28][CH2:29]1)([CH3:38])([CH3:40])[CH3:39]. The catalyst class is: 2. (6) Reactant: [Br:1][CH:2]1[CH2:10][C:9]2[C:4](=[CH:5][C:6]([O:11][CH3:12])=[CH:7][CH:8]=2)[C:3]1=[O:13].[BH4-].[Na+].O. Product: [Br:1][CH:2]1[CH2:10][C:9]2[C:4](=[CH:5][C:6]([O:11][CH3:12])=[CH:7][CH:8]=2)[CH:3]1[OH:13]. The catalyst class is: 8. (7) Reactant: C(Br)(Br)(Br)Br.[CH2:6]([NH:13][CH2:14][C:15]1([CH2:27]O)[CH2:19][CH2:18][CH2:17][N:16]1[C:20]([O:22][C:23]([CH3:26])([CH3:25])[CH3:24])=[O:21])[C:7]1[CH:12]=[CH:11][CH:10]=[CH:9][CH:8]=1.C1(P(C2C=CC=CC=2)C2C=CC=CC=2)C=CC=CC=1.C(N(CC)CC)C. Product: [CH2:6]([N:13]1[CH2:27][C:15]2([CH2:19][CH2:18][CH2:17][N:16]2[C:20]([O:22][C:23]([CH3:26])([CH3:25])[CH3:24])=[O:21])[CH2:14]1)[C:7]1[CH:12]=[CH:11][CH:10]=[CH:9][CH:8]=1. The catalyst class is: 759. (8) Reactant: [Cl:1][C:2]1[CH:7]=[CH:6][C:5](F)=[C:4]([N+:9]([O-:11])=[O:10])[CH:3]=1.[NH2:12][CH:13]1[CH2:20][C:16]2([CH2:19][O:18][CH2:17]2)[N:15]([C:21]([O:23][C:24]([CH3:27])([CH3:26])[CH3:25])=[O:22])[CH2:14]1.C(N(CC)CC)C. Product: [Cl:1][C:2]1[CH:7]=[CH:6][C:5]([NH:12][CH:13]2[CH2:20][C:16]3([CH2:17][O:18][CH2:19]3)[N:15]([C:21]([O:23][C:24]([CH3:27])([CH3:26])[CH3:25])=[O:22])[CH2:14]2)=[C:4]([N+:9]([O-:11])=[O:10])[CH:3]=1. The catalyst class is: 7. (9) Reactant: [Cl-].C(PC(C)(C)C)(C)(C)C.[C:11]1([C:46]2[CH:51]=[CH:50][CH:49]=[CH:48][CH:47]=2)[CH:16]=[CH:15][C:14]([NH:17][C:18]2[CH:19]=[C:20]3[C:28](=[CH:29][CH:30]=2)[N:27]([C:31]2[CH:36]=[CH:35][CH:34]=[CH:33][CH:32]=2)[C:26]2[CH:25]=[C:24]4[C:37]([CH3:45])([CH3:44])[C:38]5[C:43]([C:23]4=[CH:22][C:21]3=2)=[CH:42][CH:41]=[CH:40][CH:39]=5)=[CH:13][CH:12]=1.Br[C:53]1[CH:65]=[CH:64][C:63]2[C:62]3[C:57](=[CH:58][CH:59]=[CH:60][CH:61]=3)[C:56]([CH3:67])([CH3:66])[C:55]=2[CH:54]=1.CC(C)([O-])C.[Na+]. Product: [C:11]1([C:46]2[CH:47]=[CH:48][CH:49]=[CH:50][CH:51]=2)[CH:16]=[CH:15][C:14]([N:17]([C:53]2[CH:65]=[CH:64][C:63]3[C:62]4[C:57](=[CH:58][CH:59]=[CH:60][CH:61]=4)[C:56]([CH3:67])([CH3:66])[C:55]=3[CH:54]=2)[C:18]2[CH:19]=[C:20]3[C:28](=[CH:29][CH:30]=2)[N:27]([C:31]2[CH:36]=[CH:35][CH:34]=[CH:33][CH:32]=2)[C:26]2[CH:25]=[C:24]4[C:37]([CH3:44])([CH3:45])[C:38]5[C:43]([C:23]4=[CH:22][C:21]3=2)=[CH:42][CH:41]=[CH:40][CH:39]=5)=[CH:13][CH:12]=1. The catalyst class is: 493.